From a dataset of Reaction yield outcomes from USPTO patents with 853,638 reactions. Predict the reaction yield, written as a fraction of the theoretical maximum amount of product (1.0 means a 100% yield; for example, 0.34 means a 34% yield). The reactants are [C:1]([C:3]1[CH:8]=[CH:7][C:6]([C:9]2[CH:14]=[CH:13][CH:12]=[CH:11][C:10]=2[C:15]([F:18])([F:17])[F:16])=[CH:5][CH:4]=1)#[CH:2].C#CCCCCCC.I[C:28]1[CH:29]=[C:30]2[C:34](=[CH:35][CH:36]=1)[NH:33][CH:32]=[CH:31]2.IC1C=C2C(=CC=1)CN(C(C1C=CC=CC=1)(C1C=CC=CC=1)C1C=CC=CC=1)C2. No catalyst specified. The product is [F:18][C:15]([F:16])([F:17])[C:10]1[CH:11]=[CH:12][CH:13]=[CH:14][C:9]=1[C:6]1[CH:7]=[CH:8][C:3]([C:1]#[C:2][C:28]2[CH:29]=[C:30]3[C:34](=[CH:35][CH:36]=2)[NH:33][CH:32]=[CH:31]3)=[CH:4][CH:5]=1. The yield is 0.860.